From a dataset of Forward reaction prediction with 1.9M reactions from USPTO patents (1976-2016). Predict the product of the given reaction. (1) Given the reactants [F:1][C:2]([C:11]1[CH:17]=[CH:16][C:14]([NH2:15])=[C:13]([C:18]([F:21])([F:20])[F:19])[CH:12]=1)([C:7]([F:10])([F:9])[F:8])[C:3]([F:6])([F:5])[F:4].CN(C=O)C.[Br:27]N1C(=O)CCC1=O, predict the reaction product. The product is: [Br:27][C:16]1[CH:17]=[C:11]([C:2]([F:1])([C:3]([F:6])([F:5])[F:4])[C:7]([F:10])([F:9])[F:8])[CH:12]=[C:13]([C:18]([F:19])([F:20])[F:21])[C:14]=1[NH2:15]. (2) Given the reactants [Cl:1][C:2]1[CH:19]=[CH:18][CH:17]=[CH:16][C:3]=1[O:4][CH:5]([C:7]1[N:12]=[C:11](SC)[N:10]=[C:9]([NH2:15])[N:8]=1)[CH3:6], predict the reaction product. The product is: [Cl:1][C:2]1[CH:19]=[CH:18][CH:17]=[CH:16][C:3]=1[O:4][CH:5]([C:7]1[N:12]=[CH:11][N:10]=[C:9]([NH2:15])[N:8]=1)[CH3:6]. (3) Given the reactants Cl[C:2]1[CH:3]=C(CC(O)=O)C=[CH:6][C:7]=1O.C1(C)C=CC(S(O)(=O)=O)=CC=1.[Cl:24][C:25]1[CH:26]=[C:27]([CH2:32][C:33]([O:35][CH2:36][CH3:37])=[O:34])[CH:28]=[CH:29][C:30]=1[OH:31].OC1C=CC(CC([O-])=O)=CC=1.[H-].[Na+].ICCCC, predict the reaction product. The product is: [Cl:24][C:25]1[CH:26]=[C:27]([CH2:32][C:33]([O:35][CH2:36][CH3:37])=[O:34])[CH:28]=[CH:29][C:30]=1[O:31][CH2:3][CH2:2][CH2:7][CH3:6]. (4) The product is: [Br:1][C:2]1[CH:3]=[C:4]2[C@:10]3([CH2:14][CH2:13][N:12]([C:15]([O:17][CH3:18])=[O:16])[CH2:11]3)[CH2:9][N:8]([C:31](=[O:32])[NH:23][C:24]3[S:25][C:26]([F:29])=[CH:27][N:28]=3)[C:5]2=[CH:6][CH:7]=1. Given the reactants [Br:1][C:2]1[CH:3]=[C:4]2[C@:10]3([CH2:14][CH2:13][N:12]([C:15]([O:17][C:18](C)(C)C)=[O:16])[CH2:11]3)[CH2:9][NH:8][C:5]2=[CH:6][CH:7]=1.Cl.[NH2:23][C:24]1[S:25][C:26]([F:29])=[CH:27][N:28]=1.Cl[C:31](OC)=[O:32], predict the reaction product. (5) Given the reactants [C:1]([O:5][C:6]([N:8]1[CH2:13][CH:12]=[C:11]([C:14]2[CH:19]=[CH:18][C:17]([CH2:20][CH:21]([NH:23][C:24](=[O:26])[CH3:25])[CH3:22])=[CH:16][CH:15]=2)[CH2:10][CH2:9]1)=[O:7])([CH3:4])([CH3:3])[CH3:2], predict the reaction product. The product is: [C:1]([O:5][C:6]([N:8]1[CH2:9][CH2:10][CH:11]([C:14]2[CH:19]=[CH:18][C:17]([CH2:20][CH:21]([NH:23][C:24](=[O:26])[CH3:25])[CH3:22])=[CH:16][CH:15]=2)[CH2:12][CH2:13]1)=[O:7])([CH3:2])([CH3:3])[CH3:4]. (6) Given the reactants [F:1][C:2]1[CH:7]=[CH:6][C:5]([NH:8][C:9](=[O:13])[CH:10]=NO)=[CH:4][CH:3]=1.[OH:14]S(O)(=O)=O, predict the reaction product. The product is: [F:1][C:2]1[CH:7]=[C:6]2[C:5](=[CH:4][CH:3]=1)[NH:8][C:9](=[O:13])[C:10]2=[O:14]. (7) Given the reactants [C:1]([C:3]1[C:4]([C:16]2[CH:38]=[CH:37][C:19]([C:20]([NH:22][C:23]3[CH:28]=[CH:27][CH:26]=[CH:25][C:24]=3[NH:29]C(=O)OC(C)(C)C)=[O:21])=[CH:18][CH:17]=2)=[N:5][CH:6]=[C:7]([CH2:9][O:10][CH2:11][CH2:12][NH:13][CH2:14][CH3:15])[CH:8]=1)#[N:2].Cl, predict the reaction product. The product is: [NH2:29][C:24]1[CH:25]=[CH:26][CH:27]=[CH:28][C:23]=1[NH:22][C:20](=[O:21])[C:19]1[CH:37]=[CH:38][C:16]([C:4]2[C:3]([C:1]#[N:2])=[CH:8][C:7]([CH2:9][O:10][CH2:11][CH2:12][NH:13][CH2:14][CH3:15])=[CH:6][N:5]=2)=[CH:17][CH:18]=1. (8) Given the reactants [CH3:1][O:2][C:3](=[O:17])[C:4]1[CH:9]=[C:8]([Cl:10])[CH:7]=[CH:6][C:5]=1[N:11]1[CH2:16][CH2:15][NH:14][CH2:13][CH2:12]1.N1C(C)=CC=CC=1C.[I-].[K+].Br[CH2:29][CH2:30][CH:31]=[C:32]1[C:38]2[CH:39]=[CH:40][CH:41]=[N:42][C:37]=2[CH2:36][O:35][C:34]2[CH:43]=[CH:44][C:45]([C:47]([OH:50])([CH3:49])[CH3:48])=[CH:46][C:33]1=2, predict the reaction product. The product is: [CH3:1][O:2][C:3](=[O:17])[C:4]1[CH:9]=[C:8]([Cl:10])[CH:7]=[CH:6][C:5]=1[N:11]1[CH2:16][CH2:15][N:14]([CH2:29][CH2:30][CH:31]=[C:32]2[C:38]3[CH:39]=[CH:40][CH:41]=[N:42][C:37]=3[CH2:36][O:35][C:34]3[CH:43]=[CH:44][C:45]([C:47]([OH:50])([CH3:49])[CH3:48])=[CH:46][C:33]2=3)[CH2:13][CH2:12]1.